Regression. Given two drug SMILES strings and cell line genomic features, predict the synergy score measuring deviation from expected non-interaction effect. From a dataset of NCI-60 drug combinations with 297,098 pairs across 59 cell lines. (1) Drug 1: C1=CC(=CC=C1CCC2=CNC3=C2C(=O)NC(=N3)N)C(=O)NC(CCC(=O)O)C(=O)O. Drug 2: C1CN(P(=O)(OC1)NCCCl)CCCl. Cell line: M14. Synergy scores: CSS=14.6, Synergy_ZIP=-3.63, Synergy_Bliss=-2.47, Synergy_Loewe=-22.4, Synergy_HSA=-3.80. (2) Drug 1: CC1=CC=C(C=C1)C2=CC(=NN2C3=CC=C(C=C3)S(=O)(=O)N)C(F)(F)F. Drug 2: C1CN(P(=O)(OC1)NCCCl)CCCl. Cell line: SK-MEL-28. Synergy scores: CSS=-0.344, Synergy_ZIP=-2.94, Synergy_Bliss=-7.13, Synergy_Loewe=-3.93, Synergy_HSA=-6.91. (3) Synergy scores: CSS=0.514, Synergy_ZIP=2.75, Synergy_Bliss=-0.219, Synergy_Loewe=-0.0536, Synergy_HSA=-2.44. Drug 1: C1CCN(CC1)CCOC2=CC=C(C=C2)C(=O)C3=C(SC4=C3C=CC(=C4)O)C5=CC=C(C=C5)O. Drug 2: C1=CC(=CC=C1C#N)C(C2=CC=C(C=C2)C#N)N3C=NC=N3. Cell line: SF-268. (4) Drug 1: CS(=O)(=O)OCCCCOS(=O)(=O)C. Drug 2: COCCOC1=C(C=C2C(=C1)C(=NC=N2)NC3=CC=CC(=C3)C#C)OCCOC.Cl. Cell line: SK-OV-3. Synergy scores: CSS=3.22, Synergy_ZIP=-4.86, Synergy_Bliss=-8.72, Synergy_Loewe=-6.00, Synergy_HSA=-5.63. (5) Drug 1: CC1=CC2C(CCC3(C2CCC3(C(=O)C)OC(=O)C)C)C4(C1=CC(=O)CC4)C. Drug 2: CC1=C(C(=O)C2=C(C1=O)N3CC4C(C3(C2COC(=O)N)OC)N4)N. Cell line: SK-MEL-28. Synergy scores: CSS=20.6, Synergy_ZIP=-3.65, Synergy_Bliss=3.71, Synergy_Loewe=-34.4, Synergy_HSA=0.00156. (6) Drug 1: C1=NC2=C(N1)C(=S)N=C(N2)N. Drug 2: C1=NC2=C(N=C(N=C2N1C3C(C(C(O3)CO)O)F)Cl)N. Cell line: SN12C. Synergy scores: CSS=47.2, Synergy_ZIP=-4.41, Synergy_Bliss=-3.99, Synergy_Loewe=-3.28, Synergy_HSA=-0.330.